This data is from PAMPA permeability data for FDA-approved drugs from NCATS. The task is: Regression/Classification. Given a drug SMILES string, predict its absorption, distribution, metabolism, or excretion properties. Task type varies by dataset: regression for continuous measurements (e.g., permeability, clearance, half-life) or binary classification for categorical outcomes (e.g., BBB penetration, CYP inhibition). Dataset: approved_pampa_ncats. (1) The drug is CC(=O)/N=c1/sc([S+](N)(=O)[O-])nn1C. The result is 1 (high permeability). (2) The drug is C1CC(CCC1NCC2=C(C(=CC(=C2)Br)Br)O)O. The result is 1 (high permeability). (3) The drug is CC[C@H]1CN2CCC3=CC(=C(C=C3[C@@H]2C[C@@H]1C[C@@H]4C5=CC(=C(C=C5CCN4)OC)OC)OC)OC. The result is 0 (low-to-moderate permeability).